This data is from Full USPTO retrosynthesis dataset with 1.9M reactions from patents (1976-2016). The task is: Predict the reactants needed to synthesize the given product. (1) The reactants are: [Li][CH2:2]CCC.Br[C:7]1[CH:12]=[CH:11][C:10]([Cl:13])=[C:9]([CH2:14][C:15]2[CH:20]=[CH:19][C:18]([O:21][CH3:22])=[CH:17][CH:16]=2)[CH:8]=1.C[Si](C)(C)[O:25][C@@H:26]1[C@@H:31]([O:32][Si](C)(C)C)[C@H:30]([O:37][Si](C)(C)C)[C@@H:29]([CH2:42][O:43][Si](C)(C)C)[O:28][C:27]1=[O:48].Cl.C(=O)(O)[O-].[Na+]. Given the product [Cl:13][C:10]1[CH:11]=[CH:12][C:7]([C@@:27]2([O:48][CH3:2])[C@H:26]([OH:25])[C@@H:31]([OH:32])[C@H:30]([OH:37])[C@@H:29]([CH2:42][OH:43])[O:28]2)=[CH:8][C:9]=1[CH2:14][C:15]1[CH:20]=[CH:19][C:18]([O:21][CH3:22])=[CH:17][CH:16]=1, predict the reactants needed to synthesize it. (2) Given the product [Br:4][C:5]1[CH:6]=[CH:7][C:8]([CH2:11][CH2:12][N:2]([CH3:3])[CH3:1])=[N:9][CH:10]=1, predict the reactants needed to synthesize it. The reactants are: [CH3:1][NH:2][CH3:3].[Br:4][C:5]1[CH:6]=[CH:7][C:8]([CH:11]=[CH2:12])=[N:9][CH:10]=1. (3) Given the product [NH2:8][C:9]1[C:14]([C:15](=[O:16])[C:17]2[CH:22]=[C:21]([F:23])[CH:20]=[CH:19][C:18]=2[O:24][CH3:25])=[CH:13][N:12]=[C:11]([CH:36]2[CH2:37][CH2:38][N:33]([CH2:39][CH2:40][CH:41]=[O:42])[CH2:34][CH2:35]2)[N:10]=1, predict the reactants needed to synthesize it. The reactants are: FC(F)(F)C(O)=O.[NH2:8][C:9]1[C:14]([C:15]([C:17]2[CH:22]=[C:21]([F:23])[CH:20]=[CH:19][C:18]=2[O:24][CH3:25])=[O:16])=[CH:13][N:12]=[C:11](NC2CCNCC2)[N:10]=1.[N:33]1([CH2:39][CH2:40][C:41](O)=[O:42])[CH2:38][CH2:37][CH2:36][CH2:35][CH2:34]1. (4) Given the product [Cl:32][C:33]1[CH:38]=[CH:37][C:36]([S:39]([N:42]([CH2:43][C:44]2[CH:49]=[CH:48][C:47]([C:50]#[N:51])=[CH:46][CH:45]=2)[CH2:53][C:54]2[N:58]=[C:57]([CH3:59])[O:56][N:55]=2)(=[O:40])=[O:41])=[CH:35][CH:34]=1, predict the reactants needed to synthesize it. The reactants are: COC1C=C(C=CC=1)CN(CC1C=CC(C(OC)=O)=CC=1)S(C1C=CC(Cl)=CC=1)(=O)=O.[Cl:32][C:33]1[CH:38]=[CH:37][C:36]([S:39]([NH:42][CH2:43][C:44]2[CH:49]=[CH:48][C:47]([C:50]#[N:51])=[CH:46][CH:45]=2)(=[O:41])=[O:40])=[CH:35][CH:34]=1.Cl[CH2:53][C:54]1[N:58]=[C:57]([CH3:59])[O:56][N:55]=1. (5) Given the product [CH3:1][O:2][C:3](=[O:9])[CH2:4][CH:5]([N:7]([CH2:12][CH2:11][C:10]([O:14][CH3:15])=[O:13])[CH3:8])[CH3:6], predict the reactants needed to synthesize it. The reactants are: [CH3:1][O:2][C:3](=[O:9])[CH2:4][CH:5]([NH:7][CH3:8])[CH3:6].[C:10]([O:14][CH3:15])(=[O:13])[CH:11]=[CH2:12].